From a dataset of Full USPTO retrosynthesis dataset with 1.9M reactions from patents (1976-2016). Predict the reactants needed to synthesize the given product. (1) The reactants are: Br[C:2]1[N:7]=[C:6]([CH:8]=[O:9])[CH:5]=[CH:4][CH:3]=1.[CH3:10][N:11]([CH3:23])[C:12]([C:14]1[CH:19]=[CH:18][C:17](B(O)O)=[CH:16][CH:15]=1)=[O:13].C([O-])([O-])=O.[Na+].[Na+]. Given the product [CH:8]([C:6]1[N:7]=[C:2]([C:17]2[CH:18]=[CH:19][C:14]([C:12]([N:11]([CH3:23])[CH3:10])=[O:13])=[CH:15][CH:16]=2)[CH:3]=[CH:4][CH:5]=1)=[O:9], predict the reactants needed to synthesize it. (2) Given the product [C:12]([O:15][C:5]([N:10]=[O:11])([CH2:4][O:3][CH2:1][CH3:2])[CH2:6][O:7][CH2:8][CH3:9])(=[O:14])[CH3:13], predict the reactants needed to synthesize it. The reactants are: [CH2:1]([O:3][CH2:4][C:5](=[N:10][OH:11])[CH2:6][O:7][CH2:8][CH3:9])[CH3:2].[C:12]([O-:15])(=[O:14])[CH3:13].[C:12]([O-:15])(=[O:14])[CH3:13].[C:12]([O-:15])(=[O:14])[CH3:13].[C:12]([O-:15])(=[O:14])[CH3:13].[Pb+4]. (3) Given the product [C:1]([O:5][C:6]([NH:8][C@@H:9]([C:11]1[C:12]([F:40])=[C:13]([C:17]2[CH:22]=[C:21]([NH:44][CH2:43][CH:42]([CH3:45])[CH3:41])[CH:20]=[C:19]([CH2:24][O:25][C:26]3[CH:31]=[CH:30][CH:29]=[CH:28][C:27]=3[CH2:32][C:33]([O:35][C:36]([CH3:39])([CH3:38])[CH3:37])=[O:34])[CH:18]=2)[CH:14]=[CH:15][CH:16]=1)[CH3:10])=[O:7])([CH3:4])([CH3:3])[CH3:2], predict the reactants needed to synthesize it. The reactants are: [C:1]([O:5][C:6]([NH:8][C@@H:9]([C:11]1[C:12]([F:40])=[C:13]([C:17]2[CH:22]=[C:21](Cl)[CH:20]=[C:19]([CH2:24][O:25][C:26]3[CH:31]=[CH:30][CH:29]=[CH:28][C:27]=3[CH2:32][C:33]([O:35][C:36]([CH3:39])([CH3:38])[CH3:37])=[O:34])[CH:18]=2)[CH:14]=[CH:15][CH:16]=1)[CH3:10])=[O:7])([CH3:4])([CH3:3])[CH3:2].[CH3:41][CH:42]([CH3:45])[CH2:43][NH2:44]. (4) Given the product [CH3:41][C:28]([NH:42][CH2:21][CH:20]([C:11]1[C:12]2[O:17][CH2:16][C:15](=[O:18])[NH:14][C:13]=2[CH:19]=[C:9]([OH:8])[CH:10]=1)[OH:26])([CH3:27])[CH2:29][C:30]1[CH:31]=[CH:32][C:33]([O:36][C:37]([F:38])([F:39])[F:40])=[CH:34][CH:35]=1, predict the reactants needed to synthesize it. The reactants are: C([O:8][C:9]1[CH:10]=[C:11]([C:20](=[O:26])[CH:21](OCC)O)[C:12]2[O:17][CH2:16][C:15](=[O:18])[NH:14][C:13]=2[CH:19]=1)C1C=CC=CC=1.[CH3:27][C:28]([NH2:42])([CH3:41])[CH2:29][C:30]1[CH:35]=[CH:34][C:33]([O:36][C:37]([F:40])([F:39])[F:38])=[CH:32][CH:31]=1.FC(F)(F)C([O-])=O. (5) Given the product [CH3:20][N:21]1[CH2:26][CH2:25][N:24]([C:27]2[CH:28]=[C:29]([C:33](=[O:35])/[CH:34]=[CH:15]/[C:12]3[CH:13]=[CH:14][C:9](/[CH:8]=[CH:7]/[C:6]([OH:5])=[O:17])=[N:10][CH:11]=3)[CH:30]=[CH:31][CH:32]=2)[CH2:23][CH2:22]1, predict the reactants needed to synthesize it. The reactants are: C([O:5][C:6](=[O:17])/[CH:7]=[CH:8]/[C:9]1[CH:14]=[CH:13][C:12]([CH:15]=O)=[CH:11][N:10]=1)(C)(C)C.[OH-].[K+].[CH3:20][N:21]1[CH2:26][CH2:25][N:24]([C:27]2[CH:28]=[C:29]([C:33](=[O:35])[CH3:34])[CH:30]=[CH:31][CH:32]=2)[CH2:23][CH2:22]1. (6) The reactants are: [Cl:1][C:2]1[CH:3]=[C:4]([C:11]([NH:13][CH2:14][C:15]2[CH:20]=[CH:19][C:18]([C:21]#[N:22])=[CH:17][C:16]=2[O:23][CH2:24][C:25](=[O:28])[NH:26][CH3:27])=[O:12])[CH:5]=[C:6]([CH:10]=1)[C:7](O)=[O:8].[NH:29]1[CH2:34][CH2:33][O:32][CH2:31][CH2:30]1. Given the product [Cl:1][C:2]1[CH:3]=[C:4]([CH:5]=[C:6]([C:7]([N:29]2[CH2:34][CH2:33][O:32][CH2:31][CH2:30]2)=[O:8])[CH:10]=1)[C:11]([NH:13][CH2:14][C:15]1[CH:20]=[CH:19][C:18]([C:21]#[N:22])=[CH:17][C:16]=1[O:23][CH2:24][C:25](=[O:28])[NH:26][CH3:27])=[O:12], predict the reactants needed to synthesize it. (7) Given the product [F:1][C:2]1[CH:8]=[CH:7][C:5]([NH:6][N:9]=[C:21]([C:22](=[O:24])[CH3:23])[C:18](=[O:20])[CH3:19])=[CH:4][CH:3]=1, predict the reactants needed to synthesize it. The reactants are: [F:1][C:2]1[CH:8]=[CH:7][C:5]([NH2:6])=[CH:4][CH:3]=1.[N:9]([O-])=O.[Na+].C([O-])(=O)C.[Na+].[C:18]([CH2:21][C:22](=[O:24])[CH3:23])(=[O:20])[CH3:19].